From a dataset of Forward reaction prediction with 1.9M reactions from USPTO patents (1976-2016). Predict the product of the given reaction. (1) Given the reactants [CH2:1]([N:3]1[CH2:8][CH2:7][N:6]([C:9]([C@:11]23[CH2:37][CH2:36][C@@H:35]([C:38]4([CH3:41])[CH2:40][CH2:39]4)[C@@H:12]2[C@@H:13]2[C@@:26]([CH3:29])([CH2:27][CH2:28]3)[C@@:25]3([CH3:30])[C@@H:16]([C@:17]4([CH3:34])[C@@H:22]([CH2:23][CH2:24]3)[C:21]([CH3:32])([CH3:31])[C@@H:20]([OH:33])[CH2:19][CH2:18]4)[CH2:15][CH2:14]2)=[O:10])[CH2:5][CH2:4]1)[CH3:2].[CH3:42][C:43]1([CH3:50])[CH2:48][C:47](=[O:49])[O:46][C:44]1=[O:45], predict the reaction product. The product is: [CH2:1]([N:3]1[CH2:4][CH2:5][N:6]([C:9]([C@:11]23[CH2:37][CH2:36][C@@H:35]([C:38]4([CH3:41])[CH2:39][CH2:40]4)[C@@H:12]2[C@@H:13]2[C@@:26]([CH3:29])([CH2:27][CH2:28]3)[C@@:25]3([CH3:30])[C@@H:16]([C@:17]4([CH3:34])[C@@H:22]([CH2:23][CH2:24]3)[C:21]([CH3:31])([CH3:32])[C@@H:20]([O:33][C:47](=[O:49])[CH2:48][C:43]([CH3:50])([CH3:42])[C:44]([OH:46])=[O:45])[CH2:19][CH2:18]4)[CH2:15][CH2:14]2)=[O:10])[CH2:7][CH2:8]1)[CH3:2]. (2) Given the reactants [C:1]([C:4]1[CH:9]=[N:8][N:7]2[CH:10]=[C:11]([C:13]3[CH:14]=[N:15][N:16]([CH3:18])[CH:17]=3)[N:12]=[C:6]2[C:5]=1[NH:19][C@H:20]1[C@@H:24]([CH3:25])[CH2:23][N:22](C(OC(C)(C)C)=O)[CH2:21]1)(=[O:3])[NH2:2].[C:33]([OH:39])([C:35]([F:38])([F:37])[F:36])=[O:34], predict the reaction product. The product is: [CH3:18][N:16]1[CH:17]=[C:13]([C:11]2[N:12]=[C:6]3[C:5]([NH:19][C@H:20]4[C@@H:24]([CH3:25])[CH2:23][NH:22][CH2:21]4)=[C:4]([C:1]([NH2:2])=[O:3])[CH:9]=[N:8][N:7]3[CH:10]=2)[CH:14]=[N:15]1.[C:33]([OH:39])([C:35]([F:38])([F:37])[F:36])=[O:34].